Dataset: Catalyst prediction with 721,799 reactions and 888 catalyst types from USPTO. Task: Predict which catalyst facilitates the given reaction. (1) Reactant: [OH:1][C:2]1[CH:3]=[C:4]2[C:8](=[CH:9][CH:10]=1)[NH:7][C:6](=[O:11])[CH2:5]2.[CH3:12][O:13][CH2:14][CH2:15][N:16]1[CH2:21][CH2:20][CH:19](O)[CH2:18][CH2:17]1.C1(P(C2C=CC=CC=2)C2C=CC=CC=2)C=CC=CC=1.N(C(OCC)=O)=NC(OCC)=O. Product: [CH3:12][O:13][CH2:14][CH2:15][N:16]1[CH2:21][CH2:20][CH:19]([O:1][C:2]2[CH:3]=[C:4]3[C:8](=[CH:9][CH:10]=2)[NH:7][C:6](=[O:11])[CH2:5]3)[CH2:18][CH2:17]1. The catalyst class is: 7. (2) Product: [ClH:42].[ClH:42].[ClH:42].[NH2:33][C:5]([CH2:19][CH2:20][N:21]1[CH2:22][CH2:23][N:24]([C:27]2[N:28]=[CH:29][CH:30]=[CH:31][N:32]=2)[CH2:25][CH2:26]1)([CH2:6][CH2:7][CH2:8][CH2:9][B:10]([OH:11])[OH:14])[C:4]([OH:41])=[O:3]. Reactant: C([O:3][C:4](=[O:41])[C:5]([NH:33]C(OC(C)(C)C)=O)([CH2:19][CH2:20][N:21]1[CH2:26][CH2:25][N:24]([C:27]2[N:32]=[CH:31][CH:30]=[CH:29][N:28]=2)[CH2:23][CH2:22]1)[CH2:6][CH2:7][CH2:8][CH2:9][B:10]1[O:14]C(C)(C)C(C)(C)[O:11]1)C.[ClH:42]. The catalyst class is: 6. (3) Reactant: [CH3:1][O:2][C:3]([CH2:5][CH:6]1[CH2:11][CH2:10][CH:9]([O:12][C:13]([N:15]2[CH2:24][CH2:23][C:22]3[C:17](=[CH:18][CH:19]=[C:20]([N+:25]([O-])=O)[CH:21]=3)[CH2:16]2)=[O:14])[CH2:8][CH2:7]1)=[O:4].[H][H]. Product: [CH3:1][O:2][C:3]([CH2:5][CH:6]1[CH2:7][CH2:8][CH:9]([O:12][C:13]([N:15]2[CH2:24][CH2:23][C:22]3[C:17](=[CH:18][CH:19]=[C:20]([NH2:25])[CH:21]=3)[CH2:16]2)=[O:14])[CH2:10][CH2:11]1)=[O:4]. The catalyst class is: 849. (4) Reactant: [Cl:1][CH2:2][C:3](Cl)=[O:4].[CH3:6][O:7][C:8]1[CH:9]=[C:10]2[C:15](=[CH:16][C:17]=1[O:18][CH2:19][CH2:20][N:21]1[CH2:26][CH2:25][NH:24][CH2:23][CH2:22]1)[N:14]=[CH:13][N:12]=[C:11]2[O:27][C:28]1[CH:29]=[C:30]2[C:34](=[CH:35][CH:36]=1)[NH:33][C:32]([CH3:37])=[CH:31]2.CCN(C(C)C)C(C)C.CO. Product: [Cl:1][CH2:2][C:3]([N:24]1[CH2:23][CH2:22][N:21]([CH2:20][CH2:19][O:18][C:17]2[CH:16]=[C:15]3[C:10]([C:11]([O:27][C:28]4[CH:29]=[C:30]5[C:34](=[CH:35][CH:36]=4)[NH:33][C:32]([CH3:37])=[CH:31]5)=[N:12][CH:13]=[N:14]3)=[CH:9][C:8]=2[O:7][CH3:6])[CH2:26][CH2:25]1)=[O:4]. The catalyst class is: 4. (5) Reactant: [Cl:1][C:2]1[CH:3]=[C:4]2[C:10]([C:11]3[N:16]=[C:15]([NH:17][C@H:18]4[CH2:23][CH2:22][CH2:21][C@@H:20]([C:24]([OH:26])=O)[CH2:19]4)[C:14]([F:27])=[CH:13][N:12]=3)=[CH:9][NH:8][C:5]2=[N:6][CH:7]=1.CN(C(ON1N=NC2C=CC=NC1=2)=[N+](C)C)C.F[P-](F)(F)(F)(F)F.C(N(C(C)C)CC)(C)C.[CH3:61][O:62][CH2:63][CH2:64][NH2:65]. Product: [Cl:1][C:2]1[CH:3]=[C:4]2[C:10]([C:11]3[N:16]=[C:15]([NH:17][C@H:18]4[CH2:23][CH2:22][CH2:21][C@@H:20]([C:24]([NH:65][CH2:64][CH2:63][O:62][CH3:61])=[O:26])[CH2:19]4)[C:14]([F:27])=[CH:13][N:12]=3)=[CH:9][NH:8][C:5]2=[N:6][CH:7]=1. The catalyst class is: 726. (6) Reactant: [Br:1][C:2]1[CH:3]=[N:4][NH:5][CH:6]=1.[H-].[Na+].[O:9]1[CH2:14][CH2:13][CH:12](N2C=C(B3OC(C)(C)C(C)(C)O3)C=N2)[CH2:11][CH2:10]1. Product: [Br:1][C:2]1[CH:3]=[N:4][N:5]([CH:12]2[CH2:13][CH2:14][O:9][CH2:10][CH2:11]2)[CH:6]=1. The catalyst class is: 3.